This data is from Forward reaction prediction with 1.9M reactions from USPTO patents (1976-2016). The task is: Predict the product of the given reaction. (1) Given the reactants [Cl:1][C:2]1[CH:11]=[C:10]2[C:5]([C:6]([C:28]3[CH:33]=[CH:32][CH:31]=[CH:30][CH:29]=3)=[C:7]([CH2:13][C:14]([NH:16][C:17]3[CH:22]=[CH:21][C:20]([Cl:23])=[CH:19][C:18]=3[C:24]([F:27])([F:26])[F:25])=[O:15])[C:8](=[O:12])[O:9]2)=[CH:4][C:3]=1[CH2:34][C:35]#[N:36], predict the reaction product. The product is: [NH2:36][CH2:35][CH2:34][C:3]1[CH:4]=[C:5]2[C:10](=[CH:11][C:2]=1[Cl:1])[O:9][C:8](=[O:12])[C:7]([CH2:13][C:14]([NH:16][C:17]1[CH:22]=[CH:21][C:20]([Cl:23])=[CH:19][C:18]=1[C:24]([F:26])([F:27])[F:25])=[O:15])=[C:6]2[C:28]1[CH:33]=[CH:32][CH:31]=[CH:30][CH:29]=1. (2) Given the reactants [OH:1][C:2]1[CH:7]=[C:6]([OH:8])[CH:5]=[CH:4][C:3]=1[CH:9]1[CH2:14][CH2:13][N:12](C(OC(C)(C)C)=O)[CH2:11][CH2:10]1.[ClH:22], predict the reaction product. The product is: [ClH:22].[OH:1][C:2]1[CH:7]=[C:6]([OH:8])[CH:5]=[CH:4][C:3]=1[CH:9]1[CH2:10][CH2:11][NH2+:12][CH2:13][CH2:14]1. (3) Given the reactants [C:1]([C:3]1[CH:4]=[C:5]([CH:46]=[CH:47][C:48]=1[F:49])[CH2:6][O:7][C:8]1[CH:9]=[C:10]([C@@H:14]([NH:20][C:21]([C@@H:23]2[CH2:28][CH2:27][CH2:26][N:25]([C:29](=[O:45])[CH2:30][CH2:31][CH:32]3[CH2:37][CH2:36][N:35](C(OC(C)(C)C)=O)[CH2:34][CH2:33]3)[CH2:24]2)=[O:22])[CH2:15][C:16]([O:18]C)=[O:17])[CH:11]=[N:12][CH:13]=1)#[N:2].CO.O.O.O.O.O.O.O.O.[OH-].[Ba+2].[OH-], predict the reaction product. The product is: [C:1]([C:3]1[CH:4]=[C:5]([CH:46]=[CH:47][C:48]=1[F:49])[CH2:6][O:7][C:8]1[CH:9]=[C:10]([C@H:14]([NH:20][C:21]([C@H:23]2[CH2:28][CH2:27][CH2:26][N:25]([C:29](=[O:45])[CH2:30][CH2:31][CH:32]3[CH2:33][CH2:34][NH:35][CH2:36][CH2:37]3)[CH2:24]2)=[O:22])[CH2:15][C:16]([OH:18])=[O:17])[CH:11]=[N:12][CH:13]=1)#[N:2].